From a dataset of Full USPTO retrosynthesis dataset with 1.9M reactions from patents (1976-2016). Predict the reactants needed to synthesize the given product. (1) Given the product [Cl:1][C:2]1[CH:3]=[CH:4][C:5]([C:8]2[CH:9]=[C:10]([NH:20][C:27]([C:24]3[CH:25]=[CH:26][N:21]=[CH:22][N:23]=3)=[O:28])[CH:11]=[N:12][C:13]=2[O:14][CH2:15][C:16]([F:17])([F:18])[F:19])=[CH:6][CH:7]=1, predict the reactants needed to synthesize it. The reactants are: [Cl:1][C:2]1[CH:7]=[CH:6][C:5]([C:8]2[CH:9]=[C:10]([NH2:20])[CH:11]=[N:12][C:13]=2[O:14][CH2:15][C:16]([F:19])([F:18])[F:17])=[CH:4][CH:3]=1.[N:21]1[CH:26]=[CH:25][C:24]([C:27](O)=[O:28])=[N:23][CH:22]=1. (2) Given the product [NH2:1][C:2]1[CH:3]=[CH:4][C:5]([F:26])=[C:6]([CH:7]=1)[C:8]([C:10]1[CH:11]=[C:12]2[C:17]([N:16]=[CH:15][C:14]([N:20]3[CH2:21][CH2:22][N:23]([C:32]([O:31][C:28]([CH3:30])([CH3:29])[CH3:27])=[O:33])[CH2:24][CH2:25]3)=[N:13]2)=[CH:18][CH:19]=1)=[O:9], predict the reactants needed to synthesize it. The reactants are: [NH2:1][C:2]1[CH:3]=[CH:4][C:5]([F:26])=[C:6]([C:8]([C:10]2[CH:11]=[C:12]3[C:17](=[CH:18][CH:19]=2)[N:16]=[CH:15][C:14]([N:20]2[CH2:25][CH2:24][NH:23][CH2:22][CH2:21]2)=[N:13]3)=[O:9])[CH:7]=1.[CH3:27][C:28]([O:31][C:32](O[C:32]([O:31][C:28]([CH3:30])([CH3:29])[CH3:27])=[O:33])=[O:33])([CH3:30])[CH3:29]. (3) Given the product [C:29]([C:28]1[CH:27]=[C:26]([NH:25][CH:11]([C:15]2[CH:20]=[CH:19][C:18]([F:44])=[C:17]([O:23][CH3:24])[CH:16]=2)[C:12]([OH:14])=[O:13])[CH:34]=[CH:33][C:32]=1[F:35])(=[O:30])[NH2:31], predict the reactants needed to synthesize it. The reactants are: C(C1C=C(N[CH:11]([C:15]2[CH:20]=[CH:19][C:18](OC)=[C:17]([O:23][CH3:24])[CH:16]=2)[C:12]([OH:14])=[O:13])C=CC=1)(=O)N.[NH2:25][C:26]1[CH:27]=[C:28]([C:32]([F:35])=[CH:33][CH:34]=1)[C:29]([NH2:31])=[O:30].COC1C=C(B(O)O)C=CC=1[F:44].O.C(O)(=O)C=O. (4) Given the product [ClH:48].[ClH:48].[N:50]12[CH2:57][C@@H:54]([CH2:55][CH2:56]1)[N:53]([C:12]([C:10]1[O:11][C:7]([C:4]3[CH:3]=[CH:2][N:1]=[CH:6][CH:5]=3)=[CH:8][N:9]=1)=[O:14])[CH2:52][CH2:51]2, predict the reactants needed to synthesize it. The reactants are: [N:1]1[CH:6]=[CH:5][C:4]([C:7]2[O:11][C:10]([C:12]([O-:14])=O)=[N:9][CH:8]=2)=[CH:3][CH:2]=1.[Li+].CN(C(ON1N=NC2C=CC=CC1=2)=[N+](C)C)C.[B-](F)(F)(F)F.C1C=CC2N(O)N=NC=2C=1.[ClH:48].Cl.[N:50]12[CH2:57][C@@H:54]([CH2:55][CH2:56]1)[NH:53][CH2:52][CH2:51]2.C(N(C(C)C)CC)(C)C.Cl. (5) Given the product [CH3:3][C:4]1[CH:5]=[C:6]([C:15]([N:17]2[CH2:18][CH2:19][N:20]([C:23]3[CH:24]=[C:25]([CH:31]=[CH:32][CH:33]=3)[C:26]([OH:28])=[O:27])[CH2:21][CH2:22]2)=[O:16])[N:7]([C:9]2[CH:10]=[CH:11][CH:12]=[CH:13][CH:14]=2)[N:8]=1, predict the reactants needed to synthesize it. The reactants are: [OH-].[K+].[CH3:3][C:4]1[CH:5]=[C:6]([C:15]([N:17]2[CH2:22][CH2:21][N:20]([C:23]3[CH:24]=[C:25]([CH:31]=[CH:32][CH:33]=3)[C:26]([O:28]CC)=[O:27])[CH2:19][CH2:18]2)=[O:16])[N:7]([C:9]2[CH:14]=[CH:13][CH:12]=[CH:11][CH:10]=2)[N:8]=1. (6) Given the product [CH3:11][N:12]([C:4]1[N:3]2[N:8]=[CH:9][CH:10]=[C:2]2[N:1]=[CH:6][N:5]=1)[C:13]1[CH:18]=[CH:17][CH:16]=[CH:15][CH:14]=1, predict the reactants needed to synthesize it. The reactants are: [N:1]1[C:2]2[N:3]([N:8]=[CH:9][CH:10]=2)[C:4](=O)[NH:5][CH:6]=1.[CH3:11][N:12](C)[C:13]1[CH:18]=[CH:17][CH:16]=[CH:15][CH:14]=1.